This data is from NCI-60 drug combinations with 297,098 pairs across 59 cell lines. The task is: Regression. Given two drug SMILES strings and cell line genomic features, predict the synergy score measuring deviation from expected non-interaction effect. (1) Synergy scores: CSS=-0.182, Synergy_ZIP=6.57, Synergy_Bliss=6.39, Synergy_Loewe=1.87, Synergy_HSA=-1.48. Drug 1: COC1=C2C(=CC3=C1OC=C3)C=CC(=O)O2. Cell line: CCRF-CEM. Drug 2: C1CNP(=O)(OC1)N(CCCl)CCCl. (2) Drug 1: C1=NNC2=C1C(=O)NC=N2. Drug 2: C1C(C(OC1N2C=NC(=NC2=O)N)CO)O. Cell line: UACC62. Synergy scores: CSS=0.258, Synergy_ZIP=-0.491, Synergy_Bliss=1.18, Synergy_Loewe=-3.07, Synergy_HSA=-1.51. (3) Drug 2: CCN(CC)CCCC(C)NC1=C2C=C(C=CC2=NC3=C1C=CC(=C3)Cl)OC. Drug 1: CC1=CC=C(C=C1)C2=CC(=NN2C3=CC=C(C=C3)S(=O)(=O)N)C(F)(F)F. Cell line: TK-10. Synergy scores: CSS=17.7, Synergy_ZIP=-4.82, Synergy_Bliss=-0.730, Synergy_Loewe=-12.0, Synergy_HSA=0.758. (4) Drug 1: CC1CC(C(C(C=C(C(C(C=CC=C(C(=O)NC2=CC(=O)C(=C(C1)C2=O)OC)C)OC)OC(=O)N)C)C)O)OC. Drug 2: CCC1=C2CN3C(=CC4=C(C3=O)COC(=O)C4(CC)O)C2=NC5=C1C=C(C=C5)O. Cell line: T-47D. Synergy scores: CSS=21.5, Synergy_ZIP=6.17, Synergy_Bliss=9.26, Synergy_Loewe=-7.41, Synergy_HSA=10.3.